From a dataset of Catalyst prediction with 721,799 reactions and 888 catalyst types from USPTO. Predict which catalyst facilitates the given reaction. (1) Reactant: [Br:1][C:2]1[CH:31]=[CH:30][C:5]([CH2:6][C@@H:7]([C:26]([O:28]C)=[O:27])[NH:8][C:9]([C@H:11]2[CH2:16][CH2:15][C@H:14]([CH2:17][NH:18][C:19]([O:21][C:22]([CH3:25])([CH3:24])[CH3:23])=[O:20])[CH2:13][CH2:12]2)=[O:10])=[CH:4][CH:3]=1.[OH-].[Li+].Cl.C(OCC)(=O)C. Product: [Br:1][C:2]1[CH:3]=[CH:4][C:5]([CH2:6][C@@H:7]([C:26]([OH:28])=[O:27])[NH:8][C:9]([C@H:11]2[CH2:12][CH2:13][C@H:14]([CH2:17][NH:18][C:19]([O:21][C:22]([CH3:25])([CH3:23])[CH3:24])=[O:20])[CH2:15][CH2:16]2)=[O:10])=[CH:30][CH:31]=1. The catalyst class is: 30. (2) Reactant: [C:1]([C:5]1[CH:23]=[C:8]2[N:9]=[C:10]([CH3:22])[C:11]([CH:14]([CH2:19][CH2:20][CH3:21])[C:15]([O:17][CH3:18])=[O:16])=[C:12](Cl)[N:7]2[N:6]=1)([CH3:4])([CH3:3])[CH3:2].[C:24]1(B(O)O)[CH:29]=[CH:28][CH:27]=[CH:26][CH:25]=1.C(N(C(C)C)CC)(C)C. Product: [C:1]([C:5]1[CH:23]=[C:8]2[N:9]=[C:10]([CH3:22])[C:11]([CH:14]([CH2:19][CH2:20][CH3:21])[C:15]([O:17][CH3:18])=[O:16])=[C:12]([C:24]3[CH:29]=[CH:28][CH:27]=[CH:26][CH:25]=3)[N:7]2[N:6]=1)([CH3:4])([CH3:3])[CH3:2]. The catalyst class is: 149. (3) Reactant: [CH:1]1([N:4]2[C:8]([C:9]3[CH:14]=[CH:13][CH:12]=[CH:11][CH:10]=3)=[CH:7][NH:6][C:5]2=[O:15])[CH2:3][CH2:2]1.Cl[CH2:17][C:18]([O:20][CH2:21][CH3:22])=[O:19].C(=O)([O-])[O-].[K+].[K+]. Product: [CH:1]1([N:4]2[C:8]([C:9]3[CH:10]=[CH:11][CH:12]=[CH:13][CH:14]=3)=[CH:7][N:6]([CH2:17][C:18]([O:20][CH2:21][CH3:22])=[O:19])[C:5]2=[O:15])[CH2:3][CH2:2]1. The catalyst class is: 10. (4) Reactant: C[O:2][C:3](=[O:22])[CH2:4][CH2:5][N:6]1[C:11]2[CH:12]=[C:13]([Cl:17])[CH:14]=[C:15]([CH3:16])[C:10]=2[O:9][CH:8]([CH:18]([CH3:20])[CH3:19])[C:7]1=[O:21].[OH-].[Na+]. Product: [Cl:17][C:13]1[CH:14]=[C:15]([CH3:16])[C:10]2[O:9][CH:8]([CH:18]([CH3:20])[CH3:19])[C:7](=[O:21])[N:6]([CH2:5][CH2:4][C:3]([OH:22])=[O:2])[C:11]=2[CH:12]=1. The catalyst class is: 5. (5) Reactant: [Cl:1][C:2]1[C:3]([C:9](=[N:24][O:25][CH3:26])[CH2:10][NH:11][C:12](=[O:23])[C:13]2[CH:18]=[CH:17][CH:16]=[CH:15][C:14]=2[C:19]([F:22])([F:21])[F:20])=[N:4][CH:5]=[C:6]([Cl:8])[CH:7]=1. Product: [Cl:1][C:2]1[C:3](/[C:9](=[N:24]\[O:25][CH3:26])/[CH2:10][NH:11][C:12](=[O:23])[C:13]2[CH:18]=[CH:17][CH:16]=[CH:15][C:14]=2[C:19]([F:21])([F:20])[F:22])=[N:4][CH:5]=[C:6]([Cl:8])[CH:7]=1. The catalyst class is: 10. (6) Reactant: [F:1][C:2]([F:27])([F:26])[C:3]1[CH:25]=[CH:24][CH:23]=[CH:22][C:4]=1[C:5]([N:7]1[CH2:12][CH2:11][N:10]([C:13]2[N:18]=[N:17][C:16]([C:19](Cl)=O)=[CH:15][CH:14]=2)[CH2:9][CH2:8]1)=[O:6].[NH2:28][C:29]1[CH:34]=[CH:33][CH:32]=[CH:31][C:30]=1[SH:35]. Product: [F:1][C:2]([F:27])([F:26])[C:3]1[CH:25]=[CH:24][CH:23]=[CH:22][C:4]=1[C:5]([N:7]1[CH2:12][CH2:11][N:10]([C:13]2[N:18]=[N:17][C:16]([C:19]3[S:35][C:30]4[CH:31]=[CH:32][CH:33]=[CH:34][C:29]=4[N:28]=3)=[CH:15][CH:14]=2)[CH2:9][CH2:8]1)=[O:6]. The catalyst class is: 37. (7) Reactant: Br[C:2]1[CH:3]=[C:4]([C:8]2C3C([C:15]4[CH:16]=[CH:17][CH:18]=[CH:19][C:20]=4[CH:21]=2)=CC=CC=3)[CH:5]=[CH:6][CH:7]=1.[CH3:22][CH2:23][CH2:24][CH2:25][CH2:26][CH3:27].C([Li])CCC.[B:33](OC(C)C)([O:38]C(C)C)[O:34]C(C)C.Cl. Product: [CH:15]1[C:20]2[CH:21]=[C:8]([C:24]3[CH:23]=[C:22]([B:33]([OH:38])[OH:34])[CH:27]=[CH:26][CH:25]=3)[C:4]3[C:3](=[CH:2][CH:7]=[CH:6][CH:5]=3)[C:19]=2[CH:18]=[CH:17][CH:16]=1. The catalyst class is: 410. (8) Reactant: C(N(CC)CC)C.ClCCl.N1(O[P+](N(C)C)(N(C)C)N(C)C)C2C=CC=CC=2N=N1.[CH2:31]([O:38][C:39]([NH:41][C@@H:42]([CH2:46][CH2:47][NH:48][C:49]1[N:57]2[C:53](=[N:54][C:55]3[CH:61]=[CH:60][CH:59]=[CH:58][C:56]=32)[C:52]([C:62]#[N:63])=[C:51]([CH3:64])[C:50]=1[CH2:65][CH3:66])[C:43](O)=[O:44])=[O:40])[C:32]1[CH:37]=[CH:36][CH:35]=[CH:34][CH:33]=1. Product: [CH2:31]([O:38][C:39]([NH:41][C@H:42]1[CH2:46][CH2:47][N:48]([C:49]2[N:57]3[C:53](=[N:54][C:55]4[CH:61]=[CH:60][CH:59]=[CH:58][C:56]=43)[C:52]([C:62]#[N:63])=[C:51]([CH3:64])[C:50]=2[CH2:65][CH3:66])[C:43]1=[O:44])=[O:40])[C:32]1[CH:37]=[CH:36][CH:35]=[CH:34][CH:33]=1. The catalyst class is: 120. (9) Reactant: ClC(OCC)=O.CC[N:9](CC)CC.[OH:14][B:15]1[C:19]2[C:20]([O:24][CH2:25][CH2:26][CH2:27][C:28](O)=[O:29])=[CH:21][CH:22]=[CH:23][C:18]=2[CH:17]([CH2:31][N+:32]([O-:34])=[O:33])[O:16]1.[NH4+].[OH-]. Product: [OH:14][B:15]1[C:19]2[C:20]([O:24][CH2:25][CH2:26][CH2:27][C:28]([NH2:9])=[O:29])=[CH:21][CH:22]=[CH:23][C:18]=2[CH:17]([CH2:31][N+:32]([O-:34])=[O:33])[O:16]1. The catalyst class is: 1. (10) Reactant: [CH2:1]([N:3]1[C:14](=[O:15])[C:12]2[N:13]3[C:8](=[CH:9][C:10](=[O:18])[C:11]=2[O:16][CH3:17])[CH:7]([O:19][CH3:20])[CH2:6][CH:5]3[CH2:4]1)[CH3:2].[I:21]N1C(=O)CCC1=O. Product: [CH2:1]([N:3]1[C:14](=[O:15])[C:12]2[N:13]3[C:8](=[C:9]([I:21])[C:10](=[O:18])[C:11]=2[O:16][CH3:17])[CH:7]([O:19][CH3:20])[CH2:6][CH:5]3[CH2:4]1)[CH3:2]. The catalyst class is: 2.